Dataset: HIV replication inhibition screening data with 41,000+ compounds from the AIDS Antiviral Screen. Task: Binary Classification. Given a drug SMILES string, predict its activity (active/inactive) in a high-throughput screening assay against a specified biological target. (1) The molecule is O=C(Nc1ccccc1C(=O)O)C(=O)C(C(=O)c1ccccc1-c1ccccc1)C1OC(=O)c2ccccc21. The result is 0 (inactive). (2) The molecule is Cc1nc(Nc2ccccc2Cl)c2ccsc2n1. The result is 0 (inactive). (3) The molecule is CC(C)(C)COC(=O)NC1CCC2CCCCC2C1. The result is 0 (inactive). (4) The drug is CN(C)CCC(=O)N1CC(=Cc2ccccc2)C(=O)C(=Cc2ccccc2)C1.Cl. The result is 0 (inactive). (5) The drug is Cc1ccc(S(=O)(=O)NCCCSCCO)cc1. The result is 0 (inactive). (6) The drug is N#CC(=C1OC(=N)C(c2ccc(Cl)cc2Cl)C1=O)c1ccc(Cl)cc1Cl. The result is 0 (inactive). (7) The drug is CCOC(=O)C(=Cc1ccc(N(C)C)cc1)[Se]c1ccccc1. The result is 0 (inactive). (8) The drug is O=C1CC(c2c[nH]c3ccccc23)C(=O)N1. The result is 0 (inactive).